This data is from Forward reaction prediction with 1.9M reactions from USPTO patents (1976-2016). The task is: Predict the product of the given reaction. Given the reactants C[O:2][C:3]([C:5]1[C:6]2[CH:7]=[CH:8][N:9]([C:16]3[CH:21]=[CH:20][C:19]([F:22])=[CH:18][CH:17]=3)[C:10]=2[CH:11]=[C:12]([C:14]#[N:15])[CH:13]=1)=[O:4].[OH-].[Na+].Cl, predict the reaction product. The product is: [C:14]([C:12]1[CH:13]=[C:5]([C:3]([OH:4])=[O:2])[C:6]2[CH:7]=[CH:8][N:9]([C:16]3[CH:17]=[CH:18][C:19]([F:22])=[CH:20][CH:21]=3)[C:10]=2[CH:11]=1)#[N:15].